The task is: Predict the reactants needed to synthesize the given product.. This data is from Retrosynthesis with 50K atom-mapped reactions and 10 reaction types from USPTO. (1) Given the product O=C(C=Cc1ccn(S(=O)(=O)Cc2ccccc2)c1)NO, predict the reactants needed to synthesize it. The reactants are: O=C(/C=C/c1ccn(S(=O)(=O)Cc2ccccc2)c1)NOC1CCCCO1. (2) Given the product COc1cc(Nc2nc(-c3cccc(NS(C)(=O)=O)c3)nn3c(C)nc(C)c23)cc(OC)c1OC, predict the reactants needed to synthesize it. The reactants are: COc1cc(Nc2nc(-c3cccc(N)c3)nn3c(C)nc(C)c23)cc(OC)c1OC.CS(=O)(=O)Cl. (3) Given the product O=c1sc(CO)c(C(F)(F)F)n1Cc1ccccc1, predict the reactants needed to synthesize it. The reactants are: CCOC(=O)c1sc(=O)n(Cc2ccccc2)c1C(F)(F)F. (4) Given the product CC(C)OC(=O)N1CCC(COc2cc(Br)ccn2)CC1, predict the reactants needed to synthesize it. The reactants are: CC(C)OC(=O)N1CCC(CO)CC1.Clc1cc(Br)ccn1. (5) The reactants are: CC(=O)Oc1cccc2c1CCCN2.CC(C)(C)OC(=O)OC(=O)OC(C)(C)C. Given the product CC(=O)Oc1cccc2c1CCCN2C(=O)OC(C)(C)C, predict the reactants needed to synthesize it. (6) Given the product O=C(c1ccccc1)c1ccc(OCCOc2ccc(-c3nc4ccccc4s3)cc2)cc1O, predict the reactants needed to synthesize it. The reactants are: O=C(c1ccccc1)c1ccc(OCCBr)cc1O.Oc1ccc(-c2nc3ccccc3s2)cc1.